Dataset: NCI-60 drug combinations with 297,098 pairs across 59 cell lines. Task: Regression. Given two drug SMILES strings and cell line genomic features, predict the synergy score measuring deviation from expected non-interaction effect. (1) Drug 1: CC1C(C(CC(O1)OC2CC(OC(C2O)C)OC3=CC4=CC5=C(C(=O)C(C(C5)C(C(=O)C(C(C)O)O)OC)OC6CC(C(C(O6)C)O)OC7CC(C(C(O7)C)O)OC8CC(C(C(O8)C)O)(C)O)C(=C4C(=C3C)O)O)O)O. Drug 2: C(=O)(N)NO. Cell line: HOP-92. Synergy scores: CSS=29.9, Synergy_ZIP=-0.934, Synergy_Bliss=-2.51, Synergy_Loewe=-24.4, Synergy_HSA=-1.80. (2) Drug 1: CC1=C(N=C(N=C1N)C(CC(=O)N)NCC(C(=O)N)N)C(=O)NC(C(C2=CN=CN2)OC3C(C(C(C(O3)CO)O)O)OC4C(C(C(C(O4)CO)O)OC(=O)N)O)C(=O)NC(C)C(C(C)C(=O)NC(C(C)O)C(=O)NCCC5=NC(=CS5)C6=NC(=CS6)C(=O)NCCC[S+](C)C)O. Drug 2: B(C(CC(C)C)NC(=O)C(CC1=CC=CC=C1)NC(=O)C2=NC=CN=C2)(O)O. Cell line: PC-3. Synergy scores: CSS=62.7, Synergy_ZIP=1.01, Synergy_Bliss=1.08, Synergy_Loewe=-9.30, Synergy_HSA=5.50.